From a dataset of Reaction yield outcomes from USPTO patents with 853,638 reactions. Predict the reaction yield, written as a fraction of the theoretical maximum amount of product (1.0 means a 100% yield; for example, 0.34 means a 34% yield). (1) The reactants are [Cl:1][C:2]1[CH:12]=[CH:11][C:5]([C:6]([N:8]=[C:9]=[S:10])=[O:7])=[CH:4][CH:3]=1.[NH2:13][C:14]([NH2:16])=[O:15]. The catalyst is CC(C)=O. The product is [C:14]([NH:16][C:9]([NH:8][C:6](=[O:7])[C:5]1[CH:11]=[CH:12][C:2]([Cl:1])=[CH:3][CH:4]=1)=[S:10])(=[O:15])[NH2:13]. The yield is 0.700. (2) The reactants are [CH3:1][C:2]1[CH:3]=[CH:4][C:5]2[N:6]([C:8]([CH:17]([CH:19]3[CH2:24][CH2:23][NH:22][CH2:21][CH2:20]3)[CH3:18])=[C:9]([CH3:16])[C:10]=2[C:11]([O:13][CH2:14][CH3:15])=[O:12])[N:7]=1.[CH3:25][C:26]1([CH3:29])[CH2:28][O:27]1.C(N(C(C)C)C(C)C)C. The catalyst is CO. The product is [OH:27][C:26]([CH3:29])([CH3:28])[CH2:25][N:22]1[CH2:23][CH2:24][CH:19]([CH:17]([C:8]2[N:6]3[N:7]=[C:2]([CH3:1])[CH:3]=[CH:4][C:5]3=[C:10]([C:11]([O:13][CH2:14][CH3:15])=[O:12])[C:9]=2[CH3:16])[CH3:18])[CH2:20][CH2:21]1. The yield is 0.500. (3) The reactants are C([O-])(=O)C[C:3](CC([O-])=O)(C([O-])=O)[OH:4].[O:14]=[CH:15][C@@H:16]([C@H:18]([C@@H:20]([CH2:22][OH:23])[OH:21])[OH:19])[OH:17]. No catalyst specified. The product is [O:14]=[CH:15][C@@H:16]([C@H:18]([C@@H:20]([C@@H:22]([CH2:3][OH:4])[OH:23])[OH:21])[OH:19])[OH:17]. The yield is 0.620. (4) The reactants are [CH2:1]([N:3]([CH2:7][CH3:8])[CH2:4][CH2:5][NH2:6])[CH3:2].Cl[C:10]1[N:11]=[N+:12]([O-:23])[C:13]2[CH:22]=[C:21]3[C:17]([CH2:18][CH2:19][CH2:20]3)=[CH:16][C:14]=2[N:15]=1. The catalyst is COCCOC. The product is [O-:23][N+:12]1[C:13]2[CH:22]=[C:21]3[C:17](=[CH:16][C:14]=2[N:15]=[C:10]([NH:6][CH2:5][CH2:4][N:3]([CH2:7][CH3:8])[CH2:1][CH3:2])[N:11]=1)[CH2:18][CH2:19][CH2:20]3. The yield is 0.950. (5) The reactants are Cl[C:2]1[CH:3]=[CH:4][C:5]([N+:9]([O-:11])=[O:10])=[C:6]([NH2:8])[CH:7]=1.Cl.[OH:13][CH:14]1[CH2:19][CH2:18][CH2:17][NH:16][CH2:15]1.C([O-])([O-])=O.[K+].[K+].O. The catalyst is CN(C=O)C. The product is [NH2:8][C:6]1[CH:7]=[C:2]([N:16]2[CH2:17][CH2:18][CH2:19][CH:14]([OH:13])[CH2:15]2)[CH:3]=[CH:4][C:5]=1[N+:9]([O-:11])=[O:10]. The yield is 0.540. (6) The reactants are CCN=C=NCCCN(C)C.[CH3:12][C:13]1[CH:18]=[CH:17][C:16]([C:19]2[CH:24]=[C:23]([N:25]3[CH:29]=[N:28][N:27]=[N:26]3)[CH:22]=[C:21]([C:30](O)=[O:31])[CH:20]=2)=[CH:15][CH:14]=1.C1C=CC2N(O)N=NC=2C=1.CN1C(=O)CCC1.[CH3:50][C@H:51]([NH2:59])[CH2:52][N:53]1[CH2:58][CH2:57][O:56][CH2:55][CH2:54]1. The catalyst is C(Cl)Cl. The product is [CH3:50][CH:51]([NH:59][C:30]([C:21]1[CH:20]=[C:19]([C:16]2[CH:17]=[CH:18][C:13]([CH3:12])=[CH:14][CH:15]=2)[CH:24]=[C:23]([N:25]2[CH:29]=[N:28][N:27]=[N:26]2)[CH:22]=1)=[O:31])[CH2:52][N:53]1[CH2:58][CH2:57][O:56][CH2:55][CH2:54]1. The yield is 0.810. (7) The reactants are [CH3:1][N:2]([CH3:22])[CH2:3][C:4]#[C:5][C:6]1[N:11]=[CH:10][C:9]([C:12]([C:14]2[CH:19]=[CH:18][C:17]([O:20][CH3:21])=[CH:16][CH:15]=2)=[O:13])=[CH:8][CH:7]=1. The catalyst is [Ni].CO. The product is [CH3:22][N:2]([CH3:1])[CH2:3][CH2:4][CH2:5][C:6]1[N:11]=[CH:10][C:9]([C:12]([C:14]2[CH:15]=[CH:16][C:17]([O:20][CH3:21])=[CH:18][CH:19]=2)=[O:13])=[CH:8][CH:7]=1. The yield is 0.950. (8) The catalyst is C1COCC1. The reactants are C1(C)C=CC(S(O)(=O)=O)=CC=1.[O:12]1[CH2:16][CH2:15][C@H:14]([NH2:17])[CH2:13]1.CC[NH+](CC)CC.CC[NH+](CC)CC.C([O-])([O-])=O.[Cl:36][CH2:37][CH2:38][N:39]=[C:40]=[O:41]. The yield is 0.300. The product is [Cl:36][CH2:37][CH2:38][NH:39][C:40]([NH:17][C@H:14]1[CH2:15][CH2:16][O:12][CH2:13]1)=[O:41]. (9) The yield is 0.720. The catalyst is CO.C(OCC)(=O)C. The reactants are Cl.[CH3:2][O:3][C:4]([C@H:6]1[C@@H:11]([NH2:12])[CH:10]2[CH2:13][CH2:14][CH:7]1[CH2:8][CH2:9]2)=[O:5].C([O-])(=O)C.[Na+].[F:20][C:21]1[CH:28]=[CH:27][C:24]([CH:25]=O)=[CH:23][CH:22]=1.C([BH3-])#N.[Na+].C(=O)(O)[O-].[Na+]. The product is [CH3:2][O:3][C:4]([C@H:6]1[C@@H:11]([NH:12][CH2:25][C:24]2[CH:27]=[CH:28][C:21]([F:20])=[CH:22][CH:23]=2)[CH:10]2[CH2:13][CH2:14][CH:7]1[CH2:8][CH2:9]2)=[O:5]. (10) The reactants are [C:1]([O:9]C(C)(C)C)(=[O:8])/[CH:2]=[CH:3]/[CH2:4][CH2:5][CH:6]=[CH2:7].C(O)(C(F)(F)F)=O. The catalyst is C(Cl)Cl. The product is [C:1]([OH:9])(=[O:8])[CH:2]=[CH:3][CH2:4][CH2:5][CH:6]=[CH2:7]. The yield is 0.680.